Dataset: Retrosynthesis with 50K atom-mapped reactions and 10 reaction types from USPTO. Task: Predict the reactants needed to synthesize the given product. (1) Given the product CC(C)COc1cc(N2CCN(C(=O)c3cc(I)n(C)n3)CC2)ncn1, predict the reactants needed to synthesize it. The reactants are: CC(C)COc1cc(N2CCNCC2)ncn1.Cn1nc(C(=O)O)cc1I. (2) Given the product CN1CC(N2C(=O)c3ccccc3C2=O)C(=O)Nc2ccccc21, predict the reactants needed to synthesize it. The reactants are: CN1CC(Cl)C(=O)Nc2ccccc21.O=C1NC(=O)c2ccccc21. (3) Given the product CC(C)(C)OC(=O)N(c1cc(C(=O)O)ccn1)S(C)(=O)=O, predict the reactants needed to synthesize it. The reactants are: CCOC(=O)c1ccnc(N(C(=O)OC(C)(C)C)S(C)(=O)=O)c1.